Dataset: Forward reaction prediction with 1.9M reactions from USPTO patents (1976-2016). Task: Predict the product of the given reaction. (1) Given the reactants N[C@H](C(O)=O)CC1C2C(=CC=CC=2)NC=1.CC(O[C@H]1C(O)O[C@H](COP(OP(OC[C@H]2O[C@@H](N3C4N=CN=C(N)C=4N=C3)[C@H](O)[C@@H]2O)(O)=O)(O)=O)[C@H]1O)=O.C1N(CCO)CCN(CCS(O)(=O)=O)C1.[Na+].[Cl-].C(S)[C@@H](O)[C@H](O)CS.C1N=C(N)C2N=CN([C@@H]3O[C@H](COP(OP(OC[C@H]4O[C@@H]([N:110]5[CH:115]=[C:114]([C:116]([NH2:118])=[O:117])[CH2:113][CH:112]=[CH:111]5)[C@H](O)[C@@H]4O)(O)=O)(O)=O)[C@@H](O)[C@H]3O)C=2N=1, predict the reaction product. The product is: [C:116]([NH2:118])(=[O:117])[C:114]1[CH:113]=[CH:112][CH:111]=[N:110][CH:115]=1. (2) Given the reactants [F:1][C:2]([F:18])([F:17])[C:3]1[CH:8]=[CH:7][C:6]([C:9]2[CH:10]=[C:11]([CH:14]=[CH:15][CH:16]=2)[CH2:12]O)=[CH:5][CH:4]=1.S(Cl)([Cl:21])=O, predict the reaction product. The product is: [F:1][C:2]([F:18])([F:17])[C:3]1[CH:8]=[CH:7][C:6]([C:9]2[CH:10]=[C:11]([CH:14]=[CH:15][CH:16]=2)[CH2:12][Cl:21])=[CH:5][CH:4]=1. (3) Given the reactants Cl[C:2]1[CH:7]=[C:6]([O:8][C:9]2[CH:10]=[CH:11][C:12]([NH:15][C:16]([N:18]3[CH2:22][CH2:21][N:20]([CH:23]4[CH2:28][CH2:27][O:26][CH2:25][CH2:24]4)[C:19]3=[O:29])=[O:17])=[N:13][CH:14]=2)[CH:5]=[CH:4][N:3]=1.[C:30]([NH2:33])(=[O:32])[CH3:31].C([O-])([O-])=O.[Cs+].[Cs+].CC1(C)C2C(=C(P(C3C=CC=CC=3)C3C=CC=CC=3)C=CC=2)OC2C(P(C3C=CC=CC=3)C3C=CC=CC=3)=CC=CC1=2, predict the reaction product. The product is: [C:30]([NH:33][C:2]1[CH:7]=[C:6]([O:8][C:9]2[CH:10]=[CH:11][C:12]([NH:15][C:16]([N:18]3[CH2:22][CH2:21][N:20]([CH:23]4[CH2:24][CH2:25][O:26][CH2:27][CH2:28]4)[C:19]3=[O:29])=[O:17])=[N:13][CH:14]=2)[CH:5]=[CH:4][N:3]=1)(=[O:32])[CH3:31]. (4) Given the reactants [F:1][C:2]([F:24])([F:23])[C:3]1[CH:4]=[CH:5][C:6](/[CH:9]=[C:10]2/[CH:11]([NH:15][C:16](=[O:22])[O:17][C:18]([CH3:21])([CH3:20])[CH3:19])[CH2:12][CH2:13][CH2:14]/2)=[N:7][CH:8]=1.[OH-].[Na+].[H][H], predict the reaction product. The product is: [F:24][C:2]([F:1])([F:23])[C:3]1[CH:4]=[CH:5][C:6]([CH2:9][CH:10]2[CH2:14][CH2:13][CH2:12][CH:11]2[NH:15][C:16](=[O:22])[O:17][C:18]([CH3:20])([CH3:21])[CH3:19])=[N:7][CH:8]=1. (5) The product is: [F:12][C:13]([F:24])([F:23])[C:14](=[O:15])[CH:4]=[C:3]([O:2][CH3:1])[CH3:5]. Given the reactants [CH3:1][O:2][C:3]([CH3:5])=[CH2:4].N1C=CC=CC=1.[F:12][C:13]([F:24])([F:23])[C:14](O[C:14](=[O:15])[C:13]([F:24])([F:23])[F:12])=[O:15].C(OCC)C, predict the reaction product. (6) Given the reactants [CH3:1][S:2][C:3]1[N:8]=[CH:7][C:6]([CH:9]([CH2:14][CH:15]2[CH2:20][CH2:19][O:18][CH2:17][CH2:16]2)[C:10](=O)[CH:11]=[CH2:12])=[CH:5][CH:4]=1.[N:21]1[CH:26]=[CH:25][CH:24]=[CH:23][C:22]=1[CH:27]=O.C([O-])(=O)C.[NH4+:33].C(=O)([O-])O.[Na+], predict the reaction product. The product is: [CH3:1][S:2][C:3]1[CH:4]=[CH:5][C:6]([CH:9]([C:10]2[NH:33][C:27]([C:22]3[CH:23]=[CH:24][CH:25]=[CH:26][N:21]=3)=[CH:12][CH:11]=2)[CH2:14][CH:15]2[CH2:20][CH2:19][O:18][CH2:17][CH2:16]2)=[CH:7][N:8]=1. (7) Given the reactants [OH:1][C:2]12[CH2:16][CH:15]([CH3:17])[CH2:14][C:13](=[O:18])[CH:12]1[CH2:11][CH2:10][CH2:9][CH2:8][CH2:7][CH2:6][CH2:5][CH2:4][CH2:3]2.[CH:19]([O:21][CH2:22][CH3:23])=[CH2:20], predict the reaction product. The product is: [CH2:19]([O:21][CH:22]([O:1][C:2]12[CH2:16][CH:15]([CH3:17])[CH2:14][C:13](=[O:18])[CH:12]1[CH2:11][CH2:10][CH2:9][CH2:8][CH2:7][CH2:6][CH2:5][CH2:4][CH2:3]2)[CH3:23])[CH3:20].